This data is from Catalyst prediction with 721,799 reactions and 888 catalyst types from USPTO. The task is: Predict which catalyst facilitates the given reaction. (1) Reactant: [Br:1][CH2:2][CH2:3][CH2:4][CH2:5][CH2:6][C:7]([OH:9])=[O:8].[CH2:10](O)[C:11]1[CH:16]=[CH:15][CH:14]=[CH:13][CH:12]=1.C1(N=C=NC2CCCCC2)CCCCC1. Product: [CH2:10]([O:8][C:7](=[O:9])[CH2:6][CH2:5][CH2:4][CH2:3][CH2:2][Br:1])[C:11]1[CH:16]=[CH:15][CH:14]=[CH:13][CH:12]=1. The catalyst class is: 119. (2) Reactant: [H-].[Al+3].[Li+].[H-].[H-].[H-].[OH:7][C@H:8]1[C:13](=O)[NH:12][C@H:11]([C:15](OCC2C=CC=CC=2)=[O:16])[CH2:10][CH2:9]1. Product: [OH:16][CH2:15][C@H:11]1[NH:12][CH2:13][C@H:8]([OH:7])[CH2:9][CH2:10]1. The catalyst class is: 7. (3) Reactant: [Br:1][C:2]1[CH:3]=[C:4]([OH:11])[CH:5]=[C:6]([N+:8]([O-:10])=[O:9])[CH:7]=1.Br[CH2:13][C:14]1[CH:19]=[CH:18][CH:17]=[CH:16][CH:15]=1.C([O-])([O-])=O.[K+].[K+]. Product: [CH2:13]([O:11][C:4]1[CH:5]=[C:6]([N+:8]([O-:10])=[O:9])[CH:7]=[C:2]([Br:1])[CH:3]=1)[C:14]1[CH:19]=[CH:18][CH:17]=[CH:16][CH:15]=1. The catalyst class is: 21. (4) The catalyst class is: 3. Product: [F:1][C:2]1[CH:3]=[CH:4][C:5]([C:8]([CH:9]([C:10]2[CH:11]=[C:12]([CH:17]=[CH:18][CH:19]=2)[C:13]([O:15][CH3:16])=[O:14])[CH2:21]/[CH:22]=[CH:23]/[C:24]2[CH:29]=[CH:28][CH:27]=[CH:26][CH:25]=2)=[O:20])=[CH:6][CH:7]=1. Reactant: [F:1][C:2]1[CH:7]=[CH:6][C:5]([C:8](=[O:20])[CH2:9][C:10]2[CH:11]=[C:12]([CH:17]=[CH:18][CH:19]=2)[C:13]([O:15][CH3:16])=[O:14])=[CH:4][CH:3]=1.[CH2:21](Br)[CH:22]=[CH:23][C:24]1[CH:29]=[CH:28][CH:27]=[CH:26][CH:25]=1.[H-].[Na+].[NH4+].[Cl-]. (5) Reactant: C([O:5][C:6](=[O:33])/[CH:7]=[CH:8]/[C:9]1[C:10]([NH:23][S:24]([C:27]2[CH:32]=[CH:31][CH:30]=[CH:29][CH:28]=2)(=[O:26])=[O:25])=[C:11]([C:19]([O:21][CH3:22])=[O:20])[C:12]2[CH2:13][CH2:14][CH2:15][CH2:16][C:17]=2[CH:18]=1)(C)(C)C.C(O)(C(F)(F)F)=O. Product: [CH3:22][O:21][C:19]([C:11]1[C:12]2[CH2:13][CH2:14][CH2:15][CH2:16][C:17]=2[CH:18]=[C:9](/[CH:8]=[CH:7]/[C:6]([OH:33])=[O:5])[C:10]=1[NH:23][S:24]([C:27]1[CH:32]=[CH:31][CH:30]=[CH:29][CH:28]=1)(=[O:25])=[O:26])=[O:20]. The catalyst class is: 2. (6) The catalyst class is: 10. Product: [CH2:8]([O:10][C:11]([C:13]1[CH:14]=[N:15][N:16]([CH:19]2[CH2:21][CH2:20]2)[C:17]=1[Cl:36])=[O:12])[CH3:9]. Reactant: N(OC(C)(C)C)=O.[CH2:8]([O:10][C:11]([C:13]1[CH:14]=[N:15][N:16]([CH:19]2[CH2:21][CH2:20]2)[C:17]=1N)=[O:12])[CH3:9].C(OC(C1C(N)=NN(C2CC2)C=1)=O)C.[ClH:36]. (7) Reactant: Cl.O.[OH:3][C:4]12[C:15]3[C:10](=[C:11]([N+:16]([O-])=O)[CH:12]=[CH:13][CH:14]=3)[C:9](=[O:19])[C:8]1([NH:20][C:21](=[O:29])[C:22]1[CH:27]=[CH:26][N:25]=[C:24]([CH3:28])[CH:23]=1)[C:7]1[CH:30]=[CH:31][C:32]([CH:34]([CH3:36])[CH3:35])=[CH:33][C:6]=1[O:5]2. Product: [NH2:16][C:11]1[CH:12]=[CH:13][CH:14]=[C:15]2[C:10]=1[C:9](=[O:19])[C:8]1([NH:20][C:21](=[O:29])[C:22]3[CH:27]=[CH:26][N:25]=[C:24]([CH3:28])[CH:23]=3)[C:7]3[CH:30]=[CH:31][C:32]([CH:34]([CH3:36])[CH3:35])=[CH:33][C:6]=3[O:5][C:4]12[OH:3]. The catalyst class is: 186.